This data is from Orexin1 receptor HTS with 218,158 compounds and 233 confirmed actives. The task is: Binary Classification. Given a drug SMILES string, predict its activity (active/inactive) in a high-throughput screening assay against a specified biological target. (1) The compound is Clc1c(OCC(=O)NCCN2CCOCC2)cc2oc(=O)cc(c2c1)CC. The result is 0 (inactive). (2) The molecule is O(CC(=O)NC(=O)NC(C)C)C(=O)/C=C\C. The result is 0 (inactive). (3) The drug is O1C(c2c(C1=O)c(OC)c(OC)cc2)CC(=O)c1ccc(O)cc1. The result is 0 (inactive). (4) The molecule is Brc1ccc(S(=O)(=O)NC(CC(O)=O)c2occc2)cc1. The result is 0 (inactive). (5) The molecule is O(C(=O)C(NC(=O)c1ccccc1)C(C)C)CC(=O)Nc1cc2OCCOc2cc1. The result is 0 (inactive). (6) The drug is O=C(N1C(CCCC1)C)COC(=O)/C=C\c1nc2c(cc1)cccc2. The result is 0 (inactive). (7) The drug is o1c(nc2c1cccc2)c1cc(NC(=O)c2cc3OCOc3cc2)c(cc1)C. The result is 0 (inactive). (8) The compound is o1c(CN2C(CN(CC2)Cc2c3c(n(c2)CC)cccc3)CCO)ccc1C. The result is 0 (inactive).